Task: Predict which catalyst facilitates the given reaction.. Dataset: Catalyst prediction with 721,799 reactions and 888 catalyst types from USPTO (1) Reactant: Br[C:2]1[CH:7]=[CH:6][C:5]([NH2:8])=[C:4]([Cl:9])[CH:3]=1.C(N(CC)CC)C.[CH3:17][C:18]1([CH3:25])[C:22]([CH3:24])([CH3:23])[O:21][BH:20][O:19]1. Product: [Cl:9][C:4]1[CH:3]=[C:2]([B:20]2[O:21][C:22]([CH3:24])([CH3:23])[C:18]([CH3:25])([CH3:17])[O:19]2)[CH:7]=[CH:6][C:5]=1[NH2:8]. The catalyst class is: 12. (2) Reactant: [ClH:1].[OH:2][C:3]([C:6]1[O:10][N:9]=[C:8]([C:11]2[CH:12]=[C:13]([C@@H:17]([NH:19]S(C(C)(C)C)=O)[CH3:18])[CH:14]=[CH:15][CH:16]=2)[N:7]=1)([CH3:5])[CH3:4].C(OCC)C. Product: [ClH:1].[NH2:19][C@H:17]([C:13]1[CH:12]=[C:11]([C:8]2[N:7]=[C:6]([C:3]([OH:2])([CH3:5])[CH3:4])[O:10][N:9]=2)[CH:16]=[CH:15][CH:14]=1)[CH3:18]. The catalyst class is: 169. (3) Reactant: [Br:1][C:2]1[C:3]([N:10]2[CH2:15][CH2:14][CH:13]([CH2:16][OH:17])[CH2:12][CH2:11]2)=[N:4][C:5]([O:8][CH3:9])=[N:6][CH:7]=1.[O:18]1[CH:23]=[CH:22][CH2:21][CH2:20][CH2:19]1.C1(C)C=CC(S(O)(=O)=O)=CC=1.C(=O)([O-])O.[Na+]. Product: [Br:1][C:2]1[C:3]([N:10]2[CH2:15][CH2:14][CH:13]([CH2:16][O:17][CH:19]3[CH2:20][CH2:21][CH2:22][CH2:23][O:18]3)[CH2:12][CH2:11]2)=[N:4][C:5]([O:8][CH3:9])=[N:6][CH:7]=1. The catalyst class is: 1. (4) Reactant: [CH:1]1([S:4]([NH2:7])(=[O:6])=[O:5])[CH2:3][CH2:2]1.C(N(CC)CC)C.Cl[C:16]([O:18][CH2:19][C:20]1[CH:25]=[CH:24][CH:23]=[CH:22][CH:21]=1)=[O:17]. Product: [CH2:19]([O:18][C:16](=[O:17])[NH:7][S:4]([CH:1]1[CH2:3][CH2:2]1)(=[O:6])=[O:5])[C:20]1[CH:25]=[CH:24][CH:23]=[CH:22][CH:21]=1. The catalyst class is: 79. (5) Reactant: [Cl:1][C:2]1[CH:3]=[C:4]([S:9]([NH:12][C@H:13]2[CH2:22][CH2:21][C:20]3[C:15](=[CH:16][CH:17]=[CH:18][C:19]=3[N:23]3[CH2:28][CH2:27][N:26](C)[CH2:25][CH2:24]3)[CH2:14]2)(=[O:11])=[O:10])[CH:5]=[CH:6][C:7]=1[CH3:8].ClC(OCCCl)=O.CO. Product: [Cl:1][C:2]1[CH:3]=[C:4]([S:9]([NH:12][C@H:13]2[CH2:22][CH2:21][C:20]3[C:15](=[CH:16][CH:17]=[CH:18][C:19]=3[N:23]3[CH2:24][CH2:25][NH:26][CH2:27][CH2:28]3)[CH2:14]2)(=[O:10])=[O:11])[CH:5]=[CH:6][C:7]=1[CH3:8]. The catalyst class is: 68. (6) Reactant: [F:1][C:2]1[CH:33]=[CH:32][C:5]([CH2:6][N:7]2[C:15]3[C:10](=[N:11][CH:12]=[CH:13][CH:14]=3)[C:9]([C:16]([NH:18][CH:19]3[CH2:24][CH2:23][N:22](C(OC(C)(C)C)=O)[CH2:21][CH2:20]3)=[O:17])=[CH:8]2)=[CH:4][CH:3]=1.C(O)(C(F)(F)F)=O.CO. Product: [F:1][C:2]1[CH:33]=[CH:32][C:5]([CH2:6][N:7]2[C:15]3[C:10](=[N:11][CH:12]=[CH:13][CH:14]=3)[C:9]([C:16]([NH:18][CH:19]3[CH2:24][CH2:23][NH:22][CH2:21][CH2:20]3)=[O:17])=[CH:8]2)=[CH:4][CH:3]=1. The catalyst class is: 2.